Dataset: Drug-target binding data from BindingDB using Ki measurements. Task: Regression. Given a target protein amino acid sequence and a drug SMILES string, predict the binding affinity score between them. We predict pKi (pKi = -log10(Ki in M); higher means stronger inhibition). Dataset: bindingdb_ki. (1) The compound is c1ccc2cc(Oc3cc(Oc4cccc5cccnc45)ncn3)ccc2c1. The target protein sequence is MHHHHHHSSGVDLGTENLYFQSMSSVTASAAPGTASLVPDYWIDGSNRDALSDFFEVESELGRGATSIVYRCKQKGTQKPYALKVLKKTVDKKIVRTEIGVLLRLSHPNIIKLKEIFETPTEISLVLELVTGGELFDRIVEKGYYSERDAADAVKQILEAVAYLHENGIVHRDLKPENLLYATPAPDAPLKIADFGLSKIVEHQVLMKTVCGTPGYCAPEILRGCAYGPEVDMWSVGIITYILLCGFEPFYDERGDQFMFRRILNCEYYFISPWWDEVSLNAKDLVRKLIVLDPKKRLTTFQALQHPWVTGKAANFVHMDTAQKKLQEFNARRKLKAAVKAVVASSRLG. The pKi is 3.2. (2) The compound is CCCCCCCCCC(=O)N[C@@H](CCCN=C(N)N)C(=O)N[C@H](C(=O)N[C@@H](CCCN=C(N)N)C(=O)NCc1ccc(C(=N)N)cc1)C(C)C. The target protein (Q16549) has sequence MPKGRQKVPHLDAPLGLPTCLWLELAGLFLLVPWVMGLAGTGGPDGQGTGGPSWAVHLESLEGDGEEETLEQQADALAQAAGLVNAGRIGELQGHYLFVQPAGHRPALEVEAIRQQVEAVLAGHEAVRWHSEQRLLRRAKRSVHFNDPKYPQQWHLNNRRSPGRDINVTGVWERNVTGRGVTVVVVDDGVEHTIQDIAPNYSPEGSYDLNSNDPDPMPHPDVENGNHHGTRCAGEIAAVPNNSFCAVGVAYGSRIAGIRVLDGPLTDSMEAVAFNKHYQINDIYSCSWGPDDDGKTVDGPHQLGKAALQHGVIAGRQGFGSIFVVASGNGGQHNDNCNYDGYANSIYTVTIGAVDEEGRMPFYAEECASMLAVTFSGGDKMLRSIVTTDWDLQKGTGCTEGHTGTSAAAPLAAGMIALMLQVRPCLTWRDVQHIIVFTATRYEDRRAEWVTNEAGFSHSHQHGFGLLNAWRLVNAAKIWTSVPYLASYVSPVLKENKAIP.... The pKi is 6.0. (3) The compound is O=C(O)[C@]1(O)C=C[C@@H](OCc2ccccc2F)[C@H](O)C1. The target protein (P15474) has sequence MPRSLANAPIMILNGPNLNLLGQRQPEIYGSDTLADVEALCVKAAAAHGGTVDFRQSNHEGELVDWIHEARLNHCGIVINPAAYSHTSVAILDALNTCDGLPVVEVHISNIHQREPFRHHSYVSQRADGVVAGCGVQGYVFGVERIAALAGAGSARA. The pKi is 3.9. (4) The small molecule is NS(=O)(=O)c1ccc(NC(=S)N/N=C2\C(=O)Nc3c(Cl)cccc32)cc1. The target protein (O75493) has sequence MGAAARLSAPRALVLWAALGAAAHIGPAPDPEDWWSYKDNLQGNFVPGPPFWGLVNAAWSLCAVGKRQSPVDVELKRVLYDPFLPPLRLSTGGEKLRGTLYNTGRHVSFLPAPRPVVNVSGGPLLYSHRLSELRLLFGARDGAGSEHQINHQGFSAEVQLIHFNQELYGNFSAASRGPNGLAILSLFVNVASTSNPFLSRLLNRDTITRISYKNDAYFLQDLSLELLFPESFGFITYQGSLSTPPCSETVTWILIDRALNITSLQMHSLRLLSQNPPSQIFQSLSGNSRPLQPLAHRALRGNRDPRHPERRCRGPNYRLHVDGVPHGR. The pKi is 7.1. (5) The compound is CC(=O)N[C@H]1C[C@@](CO[C@H](C)c2cc(C(F)(F)F)cc(C(F)(F)F)c2)(c2ccccc2)C1. The target protein (P25103) has sequence MDNVLPVDSDLSPNISTNTSEPNQFVQPAWQIVLWAAAYTVIVVTSVVGNVVVMWIILAHKRMRTVTNYFLVNLAFAEASMAAFNTVVNFTYAVHNEWYYGLFYCKFHNFFPIAAVFASIYSMTAVAFDRYMAIIHPLQPRLSATATKVVICVIWVLALLLAFPQGYYSTTETMPSRVVCMIEWPEHPNKIYEKVYHICVTVLIYFLPLLVIGYAYTVVGITLWASEIPGDSSDRYHEQVSAKRKVVKMMIVVVCTFAICWLPFHIFFLLPYINPDLYLKKFIQQVYLAIMWLAMSSTMYNPIIYCCLNDRFRLGFKHAFRCCPFISAGDYEGLEMKSTRYLQTQGSVYKVSRLETTISTVVGAHEEEPEDGPKATPSSLDLTSNCSSRSDSKTMTESFSFSSNVLS. The pKi is 9.7. (6) The compound is COc1cc2c(cc1-c1c(C)noc1C)[nH]c1nc(C)nc(-c3cc(C(=O)NC4CCN(C)CC4)cc(C(C)(C)C)c3)c12. The target protein sequence is WKHQFAWPFRQPVDAVKLGLPDYHKIIKQPMDMGTIKRRLENNYYWAASECMQDFNTMFTNCYIYNKPTDDIV. The pKi is 8.6. (7) The small molecule is CCCC[C@@H](CN[C@@H](CCCC)C(=O)N[C@@H](CCC(N)=O)C(=O)N[C@@H](CCCNC(=N)N)C(N)=O)NC(=O)[C@@H](NC(=O)[C@@H](NC(C)=O)[C@@H](C)O)[C@@H](C)CC. The target protein sequence is PQITLWKRPLVTIKIGGQLKEALLDTGADDTVIEEMSLPGRWKPKMIGGIGGFIKVRQYDQIIIEIAGHKAISTVLVGPTPVNIIGRNLLTQIGATLNF. The pKi is 5.5. (8) The small molecule is CC(C)[C@H]1CN[C@H](C(=O)O)[C@H]1CC(=O)O. The target protein (P42264) has sequence MTAPWRRLRSLVWEYWAGFLVCAFWIPDSRGMPHVIRIGGIFEYADGPNAQVMNAEEHAFRFSANIINRNRTLLPNTTLTYDIQRIHFHDSFEATKKACDQLALGVVAIFGPSQGSCTNAVQSICNALEVPHIQLRWKHHPLDNKDTFYVNLYPDYASLSHAILDLVQSLKWRSATVVYDDSTGLIRLQELIMAPSRYNIRLKIRQLPIDSDDSRPLLKEMKRGREFRIIFDCSHTMAAQILKQAMAMGMMTEYYHFIFTTLDLYALDLEPYRYSGVNLTGFRILNVDNAHVSAIVEKWSMERLQAAPRAESGLLDGVMMTDAALLYDAVHIVSVCYQRASQMTVNSLQCHRHKPWRFGGRFMNFIKEAQWEGLTGRIVFNKTSGLRTDFDLDIISLKEDGLEKVGVWSPADGLNITEVAKGRGPNVTDSLTNRSLIVTTLLEEPFVMFRKSDRTLYGNDRFEGYCIDLLKELAHILGFSYEIRLVEDGKYGAQDDKGQW.... The pKi is 6.4. (9) The target protein (P22086) has sequence MASPALAAALAAAAAEGPNGSDAGEWGSGGGANASGTDWGPPPGQYSAGAVAGLAAVVGFLIVFTVVGNVLVVIAVLTSRALRAPQNLFLVSLASADILVATLVMPFSLANELMAYWYFGQVWCGVYLALDVLFCTSSIVHLCAISLDRYWSVTQAVEYNLKRTPRRVKATIVAVWLISAVISFPPLVSFYRRPDGAAYPQCGLNDETWYILSSCIGSFFAPCLIMGLVYARIYRVAKLRTRTLSEKRGPAGPDGASPTTENGLGKAAGENGHCAPPRTEVEPDESSAAERRRRRGALRRGGRRREGAEGDTGSADGPGPGLAAEQGARTASRSPGPGGRLSRASSRSVEFFLSRRRRARSSVCRRKVAQAREKRFTFVLAVVMGVFVLCWFPFFFSYSLYGICREACQLPEPLFKFFFWIGYCNSSLNPVIYTVFNQDFRRSFKHILFRRRRRGFRQ. The drug is Cc1nc2ccccn2c(=O)c1CCN1CCC(C(=O)c2ccc(F)cc2)CC1. The pKi is 8.3.